Dataset: Full USPTO retrosynthesis dataset with 1.9M reactions from patents (1976-2016). Task: Predict the reactants needed to synthesize the given product. (1) Given the product [F:1][C:2]1[CH:3]=[CH:4][C:5]([CH2:6][N:7]2[C:16]3[C:11](=[CH:12][CH:13]=[CH:14][CH:15]=3)[CH2:10][C@H:9]([NH2:17])[CH2:8]2)=[CH:28][CH:29]=1, predict the reactants needed to synthesize it. The reactants are: [F:1][C:2]1[CH:29]=[CH:28][C:5]([CH2:6][N:7]2[C:16]3[C:11](=[CH:12][CH:13]=[CH:14][CH:15]=3)[CH2:10][C@H:9]([NH:17]C(=O)[C@@H](O)C3C=CC=CC=3)[CH2:8]2)=[CH:4][CH:3]=1.S(=O)(=O)(O)O. (2) Given the product [F:20][CH2:19][CH2:18][N:14]1[CH2:15][CH2:16][N:11]([C:3]2[CH:4]=[CH:5][C:6]([N+:8]([O-:10])=[O:9])=[CH:7][C:2]=2[F:1])[CH2:12][CH2:13]1, predict the reactants needed to synthesize it. The reactants are: [F:1][C:2]1[CH:7]=[C:6]([N+:8]([O-:10])=[O:9])[CH:5]=[CH:4][C:3]=1[N:11]1[CH2:16][CH2:15][NH:14][CH2:13][CH2:12]1.Br[CH2:18][CH2:19][F:20].C(=O)([O-])[O-].[Na+].[Na+]. (3) Given the product [Cl:1][C:2]1[CH:3]=[C:4]([CH:24]=[CH:25][C:26]=1[O:27][C:28]1[CH:33]=[CH:32][C:31]([F:34])=[C:30]([F:35])[CH:29]=1)[CH2:5][O:6][C:7]1[CH:8]=[C:9]2[NH:16][CH2:15][CH2:14][N:10]2[C:11](=[O:13])[N:12]=1, predict the reactants needed to synthesize it. The reactants are: [Cl:1][C:2]1[CH:3]=[C:4]([CH:24]=[CH:25][C:26]=1[O:27][C:28]1[CH:33]=[CH:32][C:31]([F:34])=[C:30]([F:35])[CH:29]=1)[CH2:5][O:6][C:7]1[CH:8]=[C:9]2[N:16](C(OC(C)(C)C)=O)[CH2:15][CH2:14][N:10]2[C:11](=[O:13])[N:12]=1. (4) Given the product [Cl:1][C:2]1[CH:7]=[CH:6][C:5]([S:8]([N:27]2[CH2:28][CH2:29][N:24]([C:15](=[N:14][C:12]#[N:13])[NH:16][C:17]3[CH:22]=[CH:21][CH:20]=[CH:19][C:18]=3[CH3:23])[CH2:25][CH:26]2[C:30]2[CH:35]=[CH:34][CH:33]=[CH:32][CH:31]=2)(=[O:10])=[O:9])=[CH:4][CH:3]=1, predict the reactants needed to synthesize it. The reactants are: [Cl:1][C:2]1[CH:7]=[CH:6][C:5]([S:8](Cl)(=[O:10])=[O:9])=[CH:4][CH:3]=1.[C:12]([N:14]=[C:15]([N:24]1[CH2:29][CH2:28][NH:27][CH:26]([C:30]2[CH:35]=[CH:34][CH:33]=[CH:32][CH:31]=2)[CH2:25]1)[NH:16][C:17]1[CH:22]=[CH:21][CH:20]=[CH:19][C:18]=1[CH3:23])#[N:13].N1C=CC=CC=1.O. (5) Given the product [CH:1]12[N:8]([C:9]([C:11]3[S:12][CH:13]=[C:14]([C:24]4[CH:25]=[CH:26][C:21]([Cl:20])=[CH:22][CH:23]=4)[N:15]=3)=[O:10])[CH:5]([CH2:6][CH2:7]1)[CH2:4][O:3][CH2:2]2, predict the reactants needed to synthesize it. The reactants are: [CH:1]12[N:8]([C:9]([C:11]3[S:12][CH:13]=[C:14](Br)[N:15]=3)=[O:10])[CH:5]([CH2:6][CH2:7]1)[CH2:4][O:3][CH2:2]2.C(O)C.[Cl:20][C:21]1[CH:26]=[CH:25][C:24](B(O)O)=[CH:23][CH:22]=1.C(=O)([O-])[O-].[K+].[K+]. (6) Given the product [C:1]([O:7][CH2:8][CH3:9])(=[O:6])[CH2:2][CH2:3][CH:4]=[CH2:5], predict the reactants needed to synthesize it. The reactants are: [C:1]([OH:7])(=[O:6])[CH2:2][CH2:3][CH:4]=[CH2:5].[CH2:8](I)[CH3:9].C(=O)([O-])[O-].[K+].[K+].C1OCCOCCOCCOCCOCCOC1.